This data is from Peptide-MHC class II binding affinity with 134,281 pairs from IEDB. The task is: Regression. Given a peptide amino acid sequence and an MHC pseudo amino acid sequence, predict their binding affinity value. This is MHC class II binding data. (1) The peptide sequence is EFEPPHAATIRVLAL. The MHC is DRB1_0101 with pseudo-sequence DRB1_0101. The binding affinity (normalized) is 0.227. (2) The peptide sequence is QQLLFIHFRIGCRHSRIG. The MHC is HLA-DPA10301-DPB10402 with pseudo-sequence HLA-DPA10301-DPB10402. The binding affinity (normalized) is 0.630. (3) The peptide sequence is DDCVAIGTGSSNIVI. The MHC is DRB1_1101 with pseudo-sequence DRB1_1101. The binding affinity (normalized) is 0.390. (4) The binding affinity (normalized) is 0.232. The peptide sequence is KLRSAGELELQFRRV. The MHC is DRB1_1302 with pseudo-sequence DRB1_1302. (5) The peptide sequence is RSRPRRTTRRMDRRT. The MHC is DRB3_0202 with pseudo-sequence DRB3_0202. The binding affinity (normalized) is 0.0610. (6) The peptide sequence is LVVRMYLSSQAIRLV. The MHC is DRB1_0701 with pseudo-sequence DRB1_0701. The binding affinity (normalized) is 0.875.